This data is from NCI-60 drug combinations with 297,098 pairs across 59 cell lines. The task is: Regression. Given two drug SMILES strings and cell line genomic features, predict the synergy score measuring deviation from expected non-interaction effect. (1) Drug 1: CC1C(C(=O)NC(C(=O)N2CCCC2C(=O)N(CC(=O)N(C(C(=O)O1)C(C)C)C)C)C(C)C)NC(=O)C3=C4C(=C(C=C3)C)OC5=C(C(=O)C(=C(C5=N4)C(=O)NC6C(OC(=O)C(N(C(=O)CN(C(=O)C7CCCN7C(=O)C(NC6=O)C(C)C)C)C)C(C)C)C)N)C. Drug 2: C1=CN(C=N1)CC(O)(P(=O)(O)O)P(=O)(O)O. Cell line: MOLT-4. Synergy scores: CSS=2.91, Synergy_ZIP=-1.87, Synergy_Bliss=-9.59, Synergy_Loewe=-62.5, Synergy_HSA=-12.8. (2) Cell line: SNB-75. Drug 2: CCN(CC)CCNC(=O)C1=C(NC(=C1C)C=C2C3=C(C=CC(=C3)F)NC2=O)C. Drug 1: CC1=C2C(C(=O)C3(C(CC4C(C3C(C(C2(C)C)(CC1OC(=O)C(C(C5=CC=CC=C5)NC(=O)OC(C)(C)C)O)O)OC(=O)C6=CC=CC=C6)(CO4)OC(=O)C)OC)C)OC. Synergy scores: CSS=30.3, Synergy_ZIP=3.26, Synergy_Bliss=3.10, Synergy_Loewe=-35.7, Synergy_HSA=-0.272. (3) Drug 1: N.N.Cl[Pt+2]Cl. Drug 2: CC1C(C(CC(O1)OC2CC(CC3=C2C(=C4C(=C3O)C(=O)C5=CC=CC=C5C4=O)O)(C(=O)C)O)N)O. Cell line: HCT-15. Synergy scores: CSS=35.7, Synergy_ZIP=0.443, Synergy_Bliss=0.201, Synergy_Loewe=-27.5, Synergy_HSA=1.34. (4) Drug 1: C1=CC(=CC=C1C#N)C(C2=CC=C(C=C2)C#N)N3C=NC=N3. Drug 2: CC(C)CN1C=NC2=C1C3=CC=CC=C3N=C2N. Cell line: TK-10. Synergy scores: CSS=-1.77, Synergy_ZIP=6.33, Synergy_Bliss=0.344, Synergy_Loewe=-1.42, Synergy_HSA=-1.03. (5) Drug 2: C(CN)CNCCSP(=O)(O)O. Cell line: CCRF-CEM. Drug 1: CC1=C2C(C(=O)C3(C(CC4C(C3C(C(C2(C)C)(CC1OC(=O)C(C(C5=CC=CC=C5)NC(=O)C6=CC=CC=C6)O)O)OC(=O)C7=CC=CC=C7)(CO4)OC(=O)C)O)C)OC(=O)C. Synergy scores: CSS=77.2, Synergy_ZIP=32.3, Synergy_Bliss=30.8, Synergy_Loewe=-32.8, Synergy_HSA=30.6. (6) Drug 1: CC12CCC3C(C1CCC2=O)CC(=C)C4=CC(=O)C=CC34C. Drug 2: CN(CCCl)CCCl.Cl. Cell line: K-562. Synergy scores: CSS=65.1, Synergy_ZIP=3.57, Synergy_Bliss=7.51, Synergy_Loewe=3.45, Synergy_HSA=6.82. (7) Drug 1: C1=C(C(=O)NC(=O)N1)F. Drug 2: C1CC(C1)(C(=O)O)C(=O)O.[NH2-].[NH2-].[Pt+2]. Cell line: OVCAR-4. Synergy scores: CSS=56.4, Synergy_ZIP=-2.57, Synergy_Bliss=-3.63, Synergy_Loewe=-0.868, Synergy_HSA=1.64. (8) Drug 1: C1=C(C(=O)NC(=O)N1)F. Drug 2: C1C(C(OC1N2C=NC3=C(N=C(N=C32)Cl)N)CO)O. Cell line: NCI/ADR-RES. Synergy scores: CSS=48.9, Synergy_ZIP=-13.7, Synergy_Bliss=-7.36, Synergy_Loewe=-1.56, Synergy_HSA=0.523.